This data is from Forward reaction prediction with 1.9M reactions from USPTO patents (1976-2016). The task is: Predict the product of the given reaction. (1) The product is: [Cl:1][C:2]1[N:7]=[N:6][C:5]([NH:8][S:9]([C:12]2[CH:18]=[CH:17][C:15]([CH3:16])=[CH:14][CH:13]=2)(=[O:11])=[O:10])=[CH:4][CH:3]=1. Given the reactants [Cl:1][C:2]1[N:7]=[N:6][C:5]([NH2:8])=[CH:4][CH:3]=1.[S:9](Cl)([C:12]1[CH:18]=[CH:17][C:15]([CH3:16])=[CH:14][CH:13]=1)(=[O:11])=[O:10], predict the reaction product. (2) Given the reactants [NH2:1][C@@H:2]1[CH2:6][C@@H:5]([NH:7][C:8]([C:10]2[C:14]3[N:15]=[CH:16][N:17]=[C:18]([C:19]4[CH:24]=[C:23]([CH:25]([F:27])[F:26])[CH:22]=[CH:21][C:20]=4[O:28][CH2:29][CH:30]4[CH2:32][CH2:31]4)[C:13]=3[NH:12][C:11]=2[CH3:33])=[O:9])[C@H:4]([CH3:34])[CH2:3]1.[CH3:35][O:36][CH2:37][C:38](Cl)=[O:39], predict the reaction product. The product is: [CH:30]1([CH2:29][O:28][C:20]2[CH:21]=[CH:22][C:23]([CH:25]([F:27])[F:26])=[CH:24][C:19]=2[C:18]2[C:13]3[NH:12][C:11]([CH3:33])=[C:10]([C:8]([NH:7][C@@H:5]4[CH2:6][C@@H:2]([NH:1][C:38](=[O:39])[CH2:37][O:36][CH3:35])[CH2:3][C@H:4]4[CH3:34])=[O:9])[C:14]=3[N:15]=[CH:16][N:17]=2)[CH2:32][CH2:31]1.